This data is from Catalyst prediction with 721,799 reactions and 888 catalyst types from USPTO. The task is: Predict which catalyst facilitates the given reaction. Reactant: [CH3:1][S:2]([C:5]1[CH:10]=[CH:9][C:8]([C:11]2[N:16]=[CH:15][C:14]([OH:17])=[CH:13][CH:12]=2)=[CH:7][CH:6]=1)(=[O:4])=[O:3].CS(O[CH:23]([CH:25]1[CH2:30][CH2:29][N:28]([C:31]2[O:35][N:34]=[C:33]([CH:36]([CH3:38])[CH3:37])[N:32]=2)[CH2:27][CH2:26]1)[CH3:24])(=O)=O.C([O-])([O-])=O.[K+].[K+]. Product: [CH3:38][CH:36]([C:33]1[N:32]=[C:31]([N:28]2[CH2:27][CH2:26][CH:25]([CH:23]([O:17][C:14]3[CH:13]=[CH:12][C:11]([C:8]4[CH:7]=[CH:6][C:5]([S:2]([CH3:1])(=[O:4])=[O:3])=[CH:10][CH:9]=4)=[N:16][CH:15]=3)[CH3:24])[CH2:30][CH2:29]2)[O:35][N:34]=1)[CH3:37]. The catalyst class is: 3.